This data is from Catalyst prediction with 721,799 reactions and 888 catalyst types from USPTO. The task is: Predict which catalyst facilitates the given reaction. (1) Reactant: [H-].[Na+].[CH2:3]([N:10]1[CH2:15][CH2:14][C:13]([NH:22][C:23](=[O:29])[O:24][C:25]([CH3:28])([CH3:27])[CH3:26])([C:16]2[CH:21]=[CH:20][N:19]=[CH:18][CH:17]=2)[CH2:12][CH2:11]1)[C:4]1[CH:9]=[CH:8][CH:7]=[CH:6][CH:5]=1.[CH3:30]I. Product: [CH2:3]([N:10]1[CH2:15][CH2:14][C:13]([N:22]([CH3:30])[C:23](=[O:29])[O:24][C:25]([CH3:26])([CH3:28])[CH3:27])([C:16]2[CH:21]=[CH:20][N:19]=[CH:18][CH:17]=2)[CH2:12][CH2:11]1)[C:4]1[CH:5]=[CH:6][CH:7]=[CH:8][CH:9]=1. The catalyst class is: 1. (2) Reactant: Cl[C:2]1[CH:7]=[CH:6][N:5]=[C:4]([N:8]2[C:20](=[O:21])[C:19]3[S:18][C:17]4[CH2:16][CH2:15][CH2:14][CH2:13][C:12]=4[C:11]=3[CH:10]=[N:9]2)[C:3]=1[CH:22]=[O:23].[CH3:24][N:25]1[CH:30]=[C:29](B2OC(C)(C)C(C)(C)O2)[CH:28]=[C:27]([NH:40][C:41]2[CH:46]=[CH:45][C:44]([N:47]3[CH2:52][CH2:51][N:50]([CH:53]4[CH2:56][O:55][CH2:54]4)[CH2:49][CH2:48]3)=[CH:43][N:42]=2)[C:26]1=[O:57].C1COCC1. Product: [CH3:24][N:25]1[C:26](=[O:57])[C:27]([NH:40][C:41]2[CH:46]=[CH:45][C:44]([N:47]3[CH2:52][CH2:51][N:50]([CH:53]4[CH2:54][O:55][CH2:56]4)[CH2:49][CH2:48]3)=[CH:43][N:42]=2)=[CH:28][C:29]([C:2]2[CH:7]=[CH:6][N:5]=[C:4]([N:8]3[C:20](=[O:21])[C:19]4[S:18][C:17]5[CH2:16][CH2:15][CH2:14][CH2:13][C:12]=5[C:11]=4[CH:10]=[N:9]3)[C:3]=2[CH:22]=[O:23])=[CH:30]1. The catalyst class is: 263.